From a dataset of Catalyst prediction with 721,799 reactions and 888 catalyst types from USPTO. Predict which catalyst facilitates the given reaction. (1) Reactant: [NH2:1][C:2]1[CH:12]=[C:11](Cl)[C:10]([C:14]([F:17])([F:16])[F:15])=[CH:9][C:3]=1[C:4]([O:6][CH2:7][CH3:8])=[O:5].[CH:18]([B-](F)(F)F)=[CH2:19].[K+].C(=O)([O-])[O-].[K+].[K+].C(OCC)(=O)C. Product: [NH2:1][C:2]1[CH:12]=[C:11]([CH:18]=[CH2:19])[C:10]([C:14]([F:17])([F:16])[F:15])=[CH:9][C:3]=1[C:4]([O:6][CH2:7][CH3:8])=[O:5]. The catalyst class is: 164. (2) Reactant: [C:1]([N:20]1[C:24]([C:25](OC)=[O:26])=[C:23]([C:29](OC)=[O:30])[C:22]([C:33](OC)=[O:34])=[N:21]1)([C:14]1[CH:19]=[CH:18][CH:17]=[CH:16][CH:15]=1)([C:8]1[CH:13]=[CH:12][CH:11]=[CH:10][CH:9]=1)[C:2]1[CH:7]=[CH:6][CH:5]=[CH:4][CH:3]=1.[H-].[H-].[H-].[H-].[Li+].[Al+3]. Product: [C:1]([N:20]1[C:24]([CH2:25][OH:26])=[C:23]([CH2:29][OH:30])[C:22]([CH2:33][OH:34])=[N:21]1)([C:14]1[CH:19]=[CH:18][CH:17]=[CH:16][CH:15]=1)([C:2]1[CH:3]=[CH:4][CH:5]=[CH:6][CH:7]=1)[C:8]1[CH:13]=[CH:12][CH:11]=[CH:10][CH:9]=1. The catalyst class is: 116.